This data is from Peptide-MHC class II binding affinity with 134,281 pairs from IEDB. The task is: Regression. Given a peptide amino acid sequence and an MHC pseudo amino acid sequence, predict their binding affinity value. This is MHC class II binding data. (1) The MHC is HLA-DQA10301-DQB10302 with pseudo-sequence HLA-DQA10301-DQB10302. The peptide sequence is GKKKYKLKHIVWASREL. The binding affinity (normalized) is 0.347. (2) The peptide sequence is EAVSLLCSDKQPCNG. The MHC is DRB1_0401 with pseudo-sequence DRB1_0401. The binding affinity (normalized) is 0.394. (3) The binding affinity (normalized) is 0.600. The peptide sequence is ENLPYLVAYQATVCARAQAP. The MHC is DRB1_0405 with pseudo-sequence DRB1_0405. (4) The peptide sequence is AWKVAATAANAAPAN. The MHC is DRB1_0401 with pseudo-sequence DRB1_0401. The binding affinity (normalized) is 0.484.